This data is from Forward reaction prediction with 1.9M reactions from USPTO patents (1976-2016). The task is: Predict the product of the given reaction. (1) Given the reactants [C:1]([N:5]1[CH2:10][CH2:9][O:8][CH:7]([CH:11]=O)[CH2:6]1)([CH3:4])([CH3:3])[CH3:2].[Cl:13][C:14]1[CH:15]=[C:16]([NH:21][C:22]([N:24]2[CH2:29][CH2:28][NH:27][CH2:26][CH2:25]2)=[O:23])[CH:17]=[CH:18][C:19]=1[Cl:20].C(O[BH-](OC(=O)C)OC(=O)C)(=O)C.[Na+], predict the reaction product. The product is: [C:1]([N:5]1[CH2:10][CH2:9][O:8][CH:7]([CH2:11][N:27]2[CH2:26][CH2:25][N:24]([C:22]([NH:21][C:16]3[CH:17]=[CH:18][C:19]([Cl:20])=[C:14]([Cl:13])[CH:15]=3)=[O:23])[CH2:29][CH2:28]2)[CH2:6]1)([CH3:2])([CH3:3])[CH3:4]. (2) Given the reactants [Br-].[CH2:2]([Zn+])[C:3]([CH3:6])([CH3:5])[CH3:4].Br[C:9]1[CH:17]=[CH:16][CH:15]=[C:14]2[C:10]=1[CH2:11][CH2:12][C@@H:13]2[O:18][Si:19]([C:22]([CH3:25])([CH3:24])[CH3:23])([CH3:21])[CH3:20].C1(P(C2CCCCC2)C2C=CC=CC=2C2C(OC)=CC=CC=2OC)CCCCC1, predict the reaction product. The product is: [C:22]([Si:19]([O:18][C@@H:13]1[C:14]2[C:10](=[C:9]([CH2:2][C:3]([CH3:6])([CH3:5])[CH3:4])[CH:17]=[CH:16][CH:15]=2)[CH2:11][CH2:12]1)([CH3:21])[CH3:20])([CH3:25])([CH3:23])[CH3:24]. (3) Given the reactants [NH2:1][C@@H:2]([CH3:13])[CH2:3][C:4]1[CH:5]=[C:6]([CH:9]=[CH:10][C:11]=1[Cl:12])[C:7]#[N:8].F[C:15]1[N:20]=[C:19]([N:21]([CH3:34])[C:22]2[CH:27]=[CH:26][N:25]=[C:24]([C:28]3[CH:33]=[CH:32][CH:31]=[CH:30][CH:29]=3)[N:23]=2)[CH:18]=[CH:17][N:16]=1.CCN(C(C)C)C(C)C, predict the reaction product. The product is: [Cl:12][C:11]1[CH:10]=[CH:9][C:6]([C:7]#[N:8])=[CH:5][C:4]=1[CH2:3][C@@H:2]([NH:1][C:15]1[N:20]=[C:19]([N:21]([CH3:34])[C:22]2[CH:27]=[CH:26][N:25]=[C:24]([C:28]3[CH:33]=[CH:32][CH:31]=[CH:30][CH:29]=3)[N:23]=2)[CH:18]=[CH:17][N:16]=1)[CH3:13]. (4) Given the reactants Br[C:2]1[C:6]2=[N:7][CH:8]=[C:9]([CH:11]3[CH2:14][N:13]([C:15]([O:17][CH2:18][C:19]4[CH:24]=[CH:23][CH:22]=[CH:21][CH:20]=4)=[O:16])[CH2:12]3)[CH:10]=[C:5]2[S:4][C:3]=1[NH:25][C:26]([O:28][C:29]([CH3:32])([CH3:31])[CH3:30])=[O:27].ClCCl, predict the reaction product. The product is: [CH2:18]([O:17][C:15]([N:13]1[CH2:14][CH:11]([C:9]2[CH:10]=[C:5]3[S:4][C:3]([NH:25][C:26]([O:28][C:29]([CH3:32])([CH3:31])[CH3:30])=[O:27])=[C:2]([C:15]([O:17][CH3:18])=[O:16])[C:6]3=[N:7][CH:8]=2)[CH2:12]1)=[O:16])[C:19]1[CH:24]=[CH:23][CH:22]=[CH:21][CH:20]=1. (5) The product is: [C:22]([OH:25])(=[O:24])[CH3:23].[F:18][C:2]([F:1])([F:19])[C:3]1[CH:8]=[CH:7][C:6]([CH:9]2[CH2:14][NH:13][CH2:12][CH:11]([C:15]([NH2:17])=[O:16])[CH2:10]2)=[CH:5][CH:4]=1. Given the reactants [F:1][C:2]([F:19])([F:18])[C:3]1[CH:8]=[CH:7][C:6]([C:9]2[CH:10]=[C:11]([C:15]([NH2:17])=[O:16])[CH:12]=[N:13][CH:14]=2)=[CH:5][CH:4]=1.[H][H].[C:22]([OH:25])(=[O:24])[CH3:23], predict the reaction product. (6) Given the reactants [O-]S(C(F)(F)F)(=O)=O.[Sm+3].[O-]S(C(F)(F)F)(=O)=O.[O-]S(C(F)(F)F)(=O)=O.C([C@@H]1COC(=O)N1[C:39]([C@H:41]1[C@H:45]([C:46]2[CH:51]=[CH:50][C:49]([F:52])=[CH:48][C:47]=2[F:53])[CH2:44][N:43]([CH2:54][C:55]2[CH:60]=[CH:59][CH:58]=[CH:57][CH:56]=2)[CH2:42]1)=[O:40])C1C=CC=CC=1.[CH3:61][OH:62], predict the reaction product. The product is: [CH2:54]([N:43]1[CH2:44][C@@H:45]([C:46]2[CH:51]=[CH:50][C:49]([F:52])=[CH:48][C:47]=2[F:53])[C@H:41]([C:39]([O:62][CH3:61])=[O:40])[CH2:42]1)[C:55]1[CH:60]=[CH:59][CH:58]=[CH:57][CH:56]=1. (7) The product is: [C:1]([O:4][C@@H:5]1[C@@H:19]([O:20][C:21](=[O:23])[CH3:22])[C@H:18]([O:24][C:25](=[O:27])[CH3:26])[CH2:17][S:16][C@H:6]1[O:7][C:8]1[C:9]([Cl:15])=[N:10][C:11]([C:33]2[CH:32]=[CH:31][N:30]=[C:29]([F:28])[CH:34]=2)=[CH:12][CH:13]=1)(=[O:3])[CH3:2]. Given the reactants [C:1]([O:4][C@@H:5]1[C@@H:19]([O:20][C:21](=[O:23])[CH3:22])[C@H:18]([O:24][C:25](=[O:27])[CH3:26])[CH2:17][S:16][C@H:6]1[O:7][C:8]1[C:9]([Cl:15])=[N:10][C:11](I)=[CH:12][CH:13]=1)(=[O:3])[CH3:2].[F:28][C:29]1[CH:34]=[C:33](B(O)O)[CH:32]=[CH:31][N:30]=1, predict the reaction product. (8) Given the reactants [F:1][C:2]1[CH:3]=[C:4]([CH:10]=[CH:11][C:12]=1F)[C:5]([O:7][CH2:8][CH3:9])=[O:6].[C:14]([O:18][C:19]([N:21]1[CH2:26][CH2:25][NH:24][CH2:23][CH2:22]1)=[O:20])([CH3:17])([CH3:16])[CH3:15], predict the reaction product. The product is: [F:1][C:2]1[C:3]([CH2:3][CH2:2][CH2:12][CH2:11][N:24]2[CH2:25][CH2:26][N:21]([C:19]([O:18][C:14]([CH3:17])([CH3:15])[CH3:16])=[O:20])[CH2:22][CH2:23]2)=[C:4]([CH:10]=[CH:11][CH:12]=1)[C:5]([O:7][CH2:8][CH3:9])=[O:6]. (9) The product is: [Cl:1][C:2]1[CH:3]=[C:4]([CH:26]=[CH:27][C:28]=1[F:29])[CH2:5][NH:6][C:7]1[S:8][C:9](=[CH:13][C:14]2[CH:23]=[CH:22][C:21]3[C:16](=[C:17]([O:38][CH:35]([CH3:37])[CH3:36])[CH:18]=[CH:19][N:20]=3)[N:15]=2)[C:10](=[O:12])[N:11]=1. Given the reactants [Cl:1][C:2]1[CH:3]=[C:4]([CH:26]=[CH:27][C:28]=1[F:29])[CH2:5][NH:6][C:7]1[S:8][C:9](=[CH:13][C:14]2[N:15]=[C:16]3[C:21](=[CH:22][CH:23]=2)[N:20]=[CH:19][C:18](C#N)=[CH:17]3)[C:10](=[O:12])[N:11]=1.C(O[Na])(C)=O.[CH:35]([O:38]C1C=CN=C2C=1N=C(C=O)C=C2)([CH3:37])[CH3:36], predict the reaction product.